Task: Predict the reactants needed to synthesize the given product.. Dataset: Full USPTO retrosynthesis dataset with 1.9M reactions from patents (1976-2016) (1) Given the product [CH3:1][C:2]([CH3:22])([CH3:21])[C:3]([NH:5][C:6]1[C:15]([C:16]([O:18][CH3:19])=[O:17])=[C:14]2[C:9]([CH2:10][C:11](=[O:20])[CH2:12][O:13]2)=[CH:8][CH:7]=1)=[O:4], predict the reactants needed to synthesize it. The reactants are: [CH3:1][C:2]([CH3:22])([CH3:21])[C:3]([NH:5][C:6]1[C:15]([C:16]([O:18][CH3:19])=[O:17])=[C:14]2[C:9]([CH2:10][CH:11]([OH:20])[CH2:12][O:13]2)=[CH:8][CH:7]=1)=[O:4]. (2) Given the product [NH2:40][C:35]1[CH:36]=[C:37]([O:38][CH3:39])[C:5]2[N:4]=[C:3]([CH:2]([F:48])[F:1])[N:7]([C:8]3[N:9]=[C:10]([N:28]4[CH2:33][CH2:32][O:31][CH2:30][CH2:29]4)[N:11]=[C:12]([N:14]4[CH2:19][CH2:18][N:17]([S:20]([CH2:23][CH2:24][N:25]([CH3:27])[CH3:26])(=[O:22])=[O:21])[CH2:16][CH2:15]4)[N:13]=3)[C:6]=2[CH:34]=1, predict the reactants needed to synthesize it. The reactants are: [F:1][CH:2]([F:48])[C:3]1[N:7]([C:8]2[N:13]=[C:12]([N:14]3[CH2:19][CH2:18][N:17]([S:20]([CH2:23][CH2:24][N:25]([CH3:27])[CH3:26])(=[O:22])=[O:21])[CH2:16][CH2:15]3)[N:11]=[C:10]([N:28]3[CH2:33][CH2:32][O:31][CH2:30][CH2:29]3)[N:9]=2)[C:6]2[CH:34]=[C:35]([NH:40]C(=O)OC(C)(C)C)[CH:36]=[C:37]([O:38][CH3:39])[C:5]=2[N:4]=1.N.